This data is from Full USPTO retrosynthesis dataset with 1.9M reactions from patents (1976-2016). The task is: Predict the reactants needed to synthesize the given product. (1) Given the product [Cl:7][C:8]1[N:13]=[C:12]([N:14]2[CH2:19][CH2:18][O:17][CH2:16][C@H:15]2[CH3:20])[CH:11]=[C:10]([CH2:21][S:22]([CH3:23])=[O:2])[N:9]=1, predict the reactants needed to synthesize it. The reactants are: I([O-])(=O)(=O)=[O:2].[Na+].[Cl:7][C:8]1[N:13]=[C:12]([N:14]2[CH2:19][CH2:18][O:17][CH2:16][C@H:15]2[CH3:20])[CH:11]=[C:10]([CH2:21][S:22][CH3:23])[N:9]=1. (2) Given the product [CH:18]([OH:20])=[O:19].[NH:26]1[C:34]2=[N:33][CH:32]=[CH:31][CH:30]=[C:29]2[C:28]([CH:35]=[C:15]2[O:14][C:13]([NH:12][C:9]3[CH:10]=[CH:11][C:6]([NH:5][CH2:4][CH2:3][N:2]([CH3:1])[CH3:25])=[CH:7][C:8]=3[CH3:24])=[C:17]([C:18]([O:20][CH2:21][CH3:22])=[O:19])[C:16]2=[O:23])=[CH:27]1, predict the reactants needed to synthesize it. The reactants are: [CH3:1][N:2]([CH3:25])[CH2:3][CH2:4][NH:5][C:6]1[CH:11]=[CH:10][C:9]([NH:12][C:13]2[O:14][CH2:15][C:16](=[O:23])[C:17]=2[C:18]([O:20][CH2:21][CH3:22])=[O:19])=[C:8]([CH3:24])[CH:7]=1.[NH:26]1[C:34]2[C:29](=[CH:30][CH:31]=[CH:32][N:33]=2)[C:28]([CH:35]=O)=[CH:27]1.N1CCCCC1. (3) Given the product [F:11][C:12]1[CH:13]=[CH:14][C:15]2[N:16]([C:18]([C:2]3[N:7]=[C:6]([O:8][CH3:9])[C:5]([F:10])=[CH:4][N:3]=3)=[CH:19][N:20]=2)[CH:17]=1, predict the reactants needed to synthesize it. The reactants are: Cl[C:2]1[N:7]=[C:6]([O:8][CH3:9])[C:5]([F:10])=[CH:4][N:3]=1.[F:11][C:12]1[CH:13]=[CH:14][C:15]2[N:16]([CH:18]=[CH:19][N:20]=2)[CH:17]=1.COC1C=CN=C(C2N3C=C(C#N)C=CC3=NC=2)N=1. (4) Given the product [S:11]1[C:12]2[CH:18]=[CH:17][CH:16]=[CH:15][C:13]=2[N:14]=[C:10]1[C:7]1[CH:8]=[CH:9][C:4]([CH2:3][OH:2])=[CH:5][CH:6]=1, predict the reactants needed to synthesize it. The reactants are: C[O:2][C:3](=O)[C:4]1[CH:9]=[CH:8][C:7]([C:10]2[S:11][C:12]3[CH:18]=[CH:17][CH:16]=[CH:15][C:13]=3[N:14]=2)=[CH:6][CH:5]=1.CC(C[AlH]CC(C)C)C.C(C(C(C([O-])=O)O)O)([O-])=O.[K+].[Na+]. (5) The reactants are: [CH2:1]([O:8][CH2:9][CH2:10][CH2:11][O:12][C:13]1[CH:18]=[CH:17][C:16]([CH:19]2[CH2:24][CH2:23][N:22](C(OC(C)(C)C)=O)[CH2:21][CH:20]2[O:32][CH2:33][C:34]2[CH:43]=[CH:42][C:41]3[C:36](=[CH:37][C:38]([OH:44])=[CH:39][CH:40]=3)[CH:35]=2)=[CH:15][CH:14]=1)[C:2]1[CH:7]=[CH:6][CH:5]=[CH:4][CH:3]=1.[ClH:45]. Given the product [ClH:45].[CH2:1]([O:8][CH2:9][CH2:10][CH2:11][O:12][C:13]1[CH:14]=[CH:15][C:16]([CH:19]2[CH2:24][CH2:23][NH:22][CH2:21][CH:20]2[O:32][CH2:33][C:34]2[CH:35]=[C:36]3[C:41]([CH:40]=[CH:39][C:38]([OH:44])=[CH:37]3)=[CH:42][CH:43]=2)=[CH:17][CH:18]=1)[C:2]1[CH:7]=[CH:6][CH:5]=[CH:4][CH:3]=1, predict the reactants needed to synthesize it. (6) The reactants are: C1C=CC(I(OC(C(F)(F)F)=O)OC(C(F)(F)F)=O)=CC=1.[C:22]([O:26][C:27]([N:29](C(OC(C)(C)C)=O)[C:30]1[N:31]=[CH:32][C:33]([C:38]2[CH:43]=[CH:42][C:41]([S:44]([CH:47]3[CH2:52][CH2:51][CH2:50][N:49]([C:53]([O:55][C:56]([CH3:59])([CH3:58])[CH3:57])=[O:54])[CH2:48]3)(=[O:46])=[O:45])=[CH:40][CH:39]=2)=[N:34][C:35]=1[C:36]#[CH:37])=[O:28])([CH3:25])([CH3:24])[CH3:23].[OH:67][C:68]1[CH:76]=[CH:75][CH:74]=[CH:73][C:69]=1/[CH:70]=[N:71]/[OH:72]. Given the product [C:22]([O:26][C:27]([NH:29][C:30]1[N:31]=[CH:32][C:33]([C:38]2[CH:39]=[CH:40][C:41]([S:44]([CH:47]3[CH2:52][CH2:51][CH2:50][N:49]([C:53]([O:55][C:56]([CH3:59])([CH3:58])[CH3:57])=[O:54])[CH2:48]3)(=[O:45])=[O:46])=[CH:42][CH:43]=2)=[N:34][C:35]=1[C:36]1[O:72][N:71]=[C:70]([C:69]2[CH:73]=[CH:74][CH:75]=[CH:76][C:68]=2[OH:67])[CH:37]=1)=[O:28])([CH3:24])([CH3:25])[CH3:23], predict the reactants needed to synthesize it. (7) Given the product [N:1]1([C:6]2[CH:12]=[CH:11][C:9]([NH:10][C:14]3[CH:15]=[CH:16][C:17]4[CH2:18][N:19]([CH3:31])[CH2:20][CH:21]([C:25]5[CH:26]=[CH:27][CH:28]=[CH:29][CH:30]=5)[O:22][C:23]=4[N:24]=3)=[CH:8][CH:7]=2)[CH:5]=[CH:4][N:3]=[CH:2]1, predict the reactants needed to synthesize it. The reactants are: [N:1]1([C:6]2[CH:12]=[CH:11][C:9]([NH2:10])=[CH:8][CH:7]=2)[CH:5]=[CH:4][N:3]=[CH:2]1.Cl[C:14]1[CH:15]=[CH:16][C:17]2[CH2:18][N:19]([CH3:31])[CH2:20][CH:21]([C:25]3[CH:30]=[CH:29][CH:28]=[CH:27][CH:26]=3)[O:22][C:23]=2[N:24]=1.